Regression. Given a peptide amino acid sequence and an MHC pseudo amino acid sequence, predict their binding affinity value. This is MHC class I binding data. From a dataset of Peptide-MHC class I binding affinity with 185,985 pairs from IEDB/IMGT. (1) The peptide sequence is VPFVSVNPI. The MHC is HLA-A03:01 with pseudo-sequence HLA-A03:01. The binding affinity (normalized) is 0.0847. (2) The peptide sequence is PLALEGSLQK. The MHC is HLA-A03:01 with pseudo-sequence HLA-A03:01. The binding affinity (normalized) is 0.0807. (3) The peptide sequence is IMRSERPQA. The MHC is HLA-B07:02 with pseudo-sequence HLA-B07:02. The binding affinity (normalized) is 0. (4) The MHC is HLA-B07:02 with pseudo-sequence HLA-B07:02. The binding affinity (normalized) is 0.872. The peptide sequence is TPVEHGLVL. (5) The peptide sequence is KVLFLAAFV. The MHC is HLA-A68:02 with pseudo-sequence HLA-A68:02. The binding affinity (normalized) is 0.807. (6) The peptide sequence is VHYGQGWLY. The MHC is HLA-B51:01 with pseudo-sequence HLA-B51:01. The binding affinity (normalized) is 0.0847. (7) The peptide sequence is VTVKYPNL. The MHC is H-2-Kb with pseudo-sequence H-2-Kb. The binding affinity (normalized) is 0.552.